This data is from Reaction yield outcomes from USPTO patents with 853,638 reactions. The task is: Predict the reaction yield, written as a fraction of the theoretical maximum amount of product (1.0 means a 100% yield; for example, 0.34 means a 34% yield). (1) The catalyst is C(O)C. The yield is 0.310. The reactants are O1CCOCC1.Cl.Cl[C:9]1[N:10]([CH2:18][C:19]2[CH:24]=[CH:23][C:22]([Cl:25])=[CH:21][CH:20]=2)[CH:11]=[C:12]([O:16][CH3:17])[C:13](=[O:15])[N:14]=1.[F:26][C:27]1[N:32]=[C:31]([O:33][C:34]2[CH:40]=[CH:39][C:37]([NH2:38])=[CH:36][CH:35]=2)[CH:30]=[CH:29][CH:28]=1. The product is [Cl:25][C:22]1[CH:23]=[CH:24][C:19]([CH2:18][N:10]2[CH:11]=[C:12]([O:16][CH3:17])[C:13](=[O:15])[N:14]=[C:9]2[NH:38][C:37]2[CH:36]=[CH:35][C:34]([O:33][C:31]3[CH:30]=[CH:29][CH:28]=[C:27]([F:26])[N:32]=3)=[CH:40][CH:39]=2)=[CH:20][CH:21]=1. (2) The reactants are CC1(C)[O:6][CH:5]([CH:7]2[O:12][C:10](=[O:11])[C:9]([OH:13])=[C:8]2[OH:14])[CH2:4][O:3]1.COCOCOC. No catalyst specified. The product is [O:11]=[C:10]1[O:12][C@H:7]([C@H:5]([CH2:4][OH:3])[OH:6])[C:8]([OH:14])=[C:9]1[OH:13]. The yield is 0.320. (3) The reactants are Cl[C:2]1[C:11]([CH:12]2[CH2:16][CH2:15][CH2:14][N:13]2[C:17]([O:19][C:20]([CH3:23])([CH3:22])[CH3:21])=[O:18])=[CH:10][C:9]2[C:4](=[CH:5][C:6]([F:24])=[CH:7][CH:8]=2)[N:3]=1.C([Sn](CCCC)(CCCC)[C:30]1[CH:35]=[CH:34][CH:33]=[CH:32][N:31]=1)CCC. The catalyst is O1CCOCC1.C1C=CC([P]([Pd]([P](C2C=CC=CC=2)(C2C=CC=CC=2)C2C=CC=CC=2)([P](C2C=CC=CC=2)(C2C=CC=CC=2)C2C=CC=CC=2)[P](C2C=CC=CC=2)(C2C=CC=CC=2)C2C=CC=CC=2)(C2C=CC=CC=2)C2C=CC=CC=2)=CC=1. The product is [F:24][C:6]1[CH:5]=[C:4]2[C:9]([CH:10]=[C:11]([CH:12]3[CH2:16][CH2:15][CH2:14][N:13]3[C:17]([O:19][C:20]([CH3:23])([CH3:22])[CH3:21])=[O:18])[C:2]([C:30]3[CH:35]=[CH:34][CH:33]=[CH:32][N:31]=3)=[N:3]2)=[CH:8][CH:7]=1. The yield is 0.300. (4) The reactants are [CH2:1]([N:8]1[CH2:14][C:13]2[N:15]=[CH:16][C:17](Cl)=[N:18][C:12]=2[O:11][CH2:10][CH2:9]1)[C:2]1[CH:7]=[CH:6][CH:5]=[CH:4][CH:3]=1.[CH3:20][NH:21][CH:22]([CH3:24])[CH3:23].CC(C1C=C(C(C)C)C(C2C=CC=CC=2P(C2CCCCC2)C2CCCCC2)=C(C(C)C)C=1)C.CC(C)([O-])C.[Na+]. The catalyst is C1(C)C=CC=CC=1.C1C=CC(/C=C/C(/C=C/C2C=CC=CC=2)=O)=CC=1.C1C=CC(/C=C/C(/C=C/C2C=CC=CC=2)=O)=CC=1.C1C=CC(/C=C/C(/C=C/C2C=CC=CC=2)=O)=CC=1.[Pd].[Pd].O. The product is [CH2:1]([N:8]1[CH2:14][C:13]2[N:15]=[CH:16][C:17]([N:21]([CH3:20])[CH:22]([CH3:24])[CH3:23])=[N:18][C:12]=2[O:11][CH2:10][CH2:9]1)[C:2]1[CH:7]=[CH:6][CH:5]=[CH:4][CH:3]=1. The yield is 0.140. (5) The reactants are [Br:1][C:2]1[CH:7]=[C:6]([N+:8]([O-])=O)[C:5]([NH2:11])=[C:4]([CH3:12])[CH:3]=1.O.O.[Sn](Cl)(Cl)(Cl)Cl. The catalyst is C(O)C. The product is [Br:1][C:2]1[CH:7]=[C:6]([NH2:8])[C:5]([NH2:11])=[C:4]([CH3:12])[CH:3]=1. The yield is 0.590. (6) The reactants are [Br:1][C:2]1[CH:3]=[C:4](I)[CH:5]=[CH:6][CH:7]=1.[CH3:9][C:10]1([CH3:39])[C:22]2[CH:21]=[C:20]([C:23]3[C:31]4[S:30][C:29]5[C:32](B(O)O)=[CH:33][CH:34]=[CH:35][C:28]=5[C:27]=4[CH:26]=[CH:25][CH:24]=3)[CH:19]=[CH:18][C:17]=2[C:16]2[C:11]1=[CH:12][CH:13]=[CH:14][CH:15]=2.C1(C)C=CC=CC=1P(C1C=CC=CC=1C)C1C=CC=CC=1C.C(=O)([O-])[O-].[K+].[K+].[O-][Si]([O-])=O.[Mg+2]. The catalyst is C1(C)C=CC=CC=1.C([O-])(=O)C.[Pd+2].C([O-])(=O)C.C(O)C. The product is [Br:1][C:2]1[CH:3]=[C:4]([C:32]2[C:29]3[S:30][C:31]4[C:23]([C:20]5[CH:19]=[CH:18][C:17]6[C:16]7[C:11](=[CH:12][CH:13]=[CH:14][CH:15]=7)[C:10]([CH3:39])([CH3:9])[C:22]=6[CH:21]=5)=[CH:24][CH:25]=[CH:26][C:27]=4[C:28]=3[CH:35]=[CH:34][CH:33]=2)[CH:5]=[CH:6][CH:7]=1. The yield is 0.510. (7) The reactants are S(O[CH:12]1[CH2:17][CH2:16][N:15]([C:18]([O:20][C:21]([CH3:24])([CH3:23])[CH3:22])=[O:19])[CH2:14][CH2:13]1)(C1C=CC(C)=CC=1)(=O)=O.C1CCN2C(=NCCC2)CC1.C(Cl)Cl. The catalyst is CN(C=O)C. The product is [N:15]1([C:18]([O:20][C:21]([CH3:24])([CH3:23])[CH3:22])=[O:19])[CH2:16][CH2:17][CH:12]=[CH:13][CH2:14]1. The yield is 0.850. (8) The reactants are Br[C:2]1[CH:7]=[CH:6][C:5]([Cl:8])=[CH:4][C:3]=1[O:9][CH3:10].[Li]C(C)(C)C.[B:16](OC)([O:19]C)[O:17]C. The catalyst is C1COCC1. The product is [Cl:8][C:5]1[CH:6]=[CH:7][C:2]([B:16]([OH:19])[OH:17])=[C:3]([O:9][CH3:10])[CH:4]=1. The yield is 0.894. (9) The reactants are [CH3:1][O:2][C:3]([C:5]1[CH:14]=[C:13]([OH:15])[C:12]2[C:7](=[CH:8][C:9]([Cl:17])=[CH:10][C:11]=2[Cl:16])[CH:6]=1)=[O:4].[C:18]([O:22][C:23](=[O:37])[CH2:24][O:25][C:26]1[CH:31]=[CH:30][C:29]([NH:32][C:33](=[O:36])[CH2:34]Cl)=[CH:28][CH:27]=1)([CH3:21])([CH3:20])[CH3:19]. No catalyst specified. The product is [CH3:1][O:2][C:3]([C:5]1[CH:14]=[C:13]([O:15][CH2:34][C:33](=[O:36])[NH:32][C:29]2[CH:28]=[CH:27][C:26]([O:25][CH2:24][C:23]([O:22][C:18]([CH3:21])([CH3:20])[CH3:19])=[O:37])=[CH:31][CH:30]=2)[C:12]2[C:7](=[CH:8][C:9]([Cl:17])=[CH:10][C:11]=2[Cl:16])[CH:6]=1)=[O:4]. The yield is 0.660. (10) The reactants are Cl[CH:2]([CH3:18])[C:3]([N:5]1[CH2:17][CH2:16][N:8]2[C:9]3[CH:10]=[CH:11][CH:12]=[CH:13][C:14]=3[CH:15]=[C:7]2[CH2:6]1)=[O:4].C(#N)C.[CH3:22][N:23]1[CH2:28][CH2:27][NH:26][CH2:25][CH2:24]1. No catalyst specified. The product is [CH2:6]1[C:7]2=[CH:15][C:14]3[CH:13]=[CH:12][CH:11]=[CH:10][C:9]=3[N:8]2[CH2:16][CH2:17][N:5]1[C:3](=[O:4])[CH:2]([N:26]1[CH2:27][CH2:28][N:23]([CH3:22])[CH2:24][CH2:25]1)[CH3:18]. The yield is 0.470.